Dataset: Catalyst prediction with 721,799 reactions and 888 catalyst types from USPTO. Task: Predict which catalyst facilitates the given reaction. Reactant: CN([CH:4]=[O:5])C.O=P(Cl)(Cl)Cl.[CH2:11]1[O:22][C:21]2[CH:20]=[C:19]3[C:15]([CH:16]=[CH:17][NH:18]3)=[CH:14][C:13]=2[O:12]1.[OH-].[Na+]. Product: [CH2:11]1[O:22][C:21]2[CH:20]=[C:19]3[C:15]([C:16]([CH:4]=[O:5])=[CH:17][NH:18]3)=[CH:14][C:13]=2[O:12]1. The catalyst class is: 280.